From a dataset of Full USPTO retrosynthesis dataset with 1.9M reactions from patents (1976-2016). Predict the reactants needed to synthesize the given product. (1) Given the product [Br:10][C:3]1[CH:4]=[C:5]([Cl:9])[C:6]([O:8][CH2:20][CH2:21][O:22][Si:23]([C:26]([CH3:29])([CH3:28])[CH3:27])([CH3:25])[CH3:24])=[CH:7][C:2]=1[NH2:1], predict the reactants needed to synthesize it. The reactants are: [NH2:1][C:2]1[C:3]([Br:10])=[CH:4][C:5]([Cl:9])=[C:6]([OH:8])[CH:7]=1.C(=O)([O-])[O-].[Cs+].[Cs+].[I-].[Na+].Br[CH2:20][CH2:21][O:22][Si:23]([C:26]([CH3:29])([CH3:28])[CH3:27])([CH3:25])[CH3:24]. (2) Given the product [CH2:1]([NH:8][C:9]1[N:14]2[N:15]=[CH:16][C:17]([C:18]([NH:42][S:39]([CH3:38])(=[O:41])=[O:40])=[O:19])=[C:13]2[N:12]=[CH:11][C:10]=1[C:21]([N:23]1[CH2:24][CH2:25][C:26]2([C:36]3[C:31](=[CH:32][CH:33]=[CH:34][CH:35]=3)[CH:30]=[C:29]2[CH3:37])[CH2:27][CH2:28]1)=[O:22])[C:2]1[CH:3]=[CH:4][CH:5]=[CH:6][CH:7]=1, predict the reactants needed to synthesize it. The reactants are: [CH2:1]([NH:8][C:9]1[N:14]2[N:15]=[CH:16][C:17]([C:18](O)=[O:19])=[C:13]2[N:12]=[CH:11][C:10]=1[C:21]([N:23]1[CH2:28][CH2:27][C:26]2([C:36]3[C:31](=[CH:32][CH:33]=[CH:34][CH:35]=3)[CH:30]=[C:29]2[CH3:37])[CH2:25][CH2:24]1)=[O:22])[C:2]1[CH:7]=[CH:6][CH:5]=[CH:4][CH:3]=1.[CH3:38][S:39]([NH2:42])(=[O:41])=[O:40]. (3) The reactants are: [C:1]1([CH:7]([C:11]2[CH:16]=[CH:15][CH:14]=[CH:13][CH:12]=2)[C:8](Cl)=[O:9])[CH:6]=[CH:5][CH:4]=[CH:3][CH:2]=1.[NH2:17][CH2:18][CH2:19][CH2:20][N:21]1[CH2:26][CH2:25][CH:24]([C:27]2[CH:28]=[C:29]([NH:35][C:36](=[O:40])[CH2:37][CH2:38][CH3:39])[CH:30]=[CH:31][C:32]=2[O:33][CH3:34])[CH2:23][CH2:22]1. Given the product [C:1]1([CH:7]([C:11]2[CH:16]=[CH:15][CH:14]=[CH:13][CH:12]=2)[C:8]([NH:17][CH2:18][CH2:19][CH2:20][N:21]2[CH2:26][CH2:25][CH:24]([C:27]3[CH:28]=[C:29]([NH:35][C:36](=[O:40])[CH2:37][CH2:38][CH3:39])[CH:30]=[CH:31][C:32]=3[O:33][CH3:34])[CH2:23][CH2:22]2)=[O:9])[CH:6]=[CH:5][CH:4]=[CH:3][CH:2]=1, predict the reactants needed to synthesize it.